Dataset: NCI-60 drug combinations with 297,098 pairs across 59 cell lines. Task: Regression. Given two drug SMILES strings and cell line genomic features, predict the synergy score measuring deviation from expected non-interaction effect. (1) Drug 1: COC1=C(C=C2C(=C1)N=CN=C2NC3=CC(=C(C=C3)F)Cl)OCCCN4CCOCC4. Drug 2: CCC1(CC2CC(C3=C(CCN(C2)C1)C4=CC=CC=C4N3)(C5=C(C=C6C(=C5)C78CCN9C7C(C=CC9)(C(C(C8N6C)(C(=O)OC)O)OC(=O)C)CC)OC)C(=O)OC)O.OS(=O)(=O)O. Cell line: SK-MEL-5. Synergy scores: CSS=60.4, Synergy_ZIP=-5.30, Synergy_Bliss=-1.68, Synergy_Loewe=-3.73, Synergy_HSA=1.89. (2) Drug 1: C1=CC=C(C=C1)NC(=O)CCCCCCC(=O)NO. Drug 2: CC1C(C(CC(O1)OC2CC(CC3=C2C(=C4C(=C3O)C(=O)C5=CC=CC=C5C4=O)O)(C(=O)C)O)N)O. Cell line: MDA-MB-435. Synergy scores: CSS=72.6, Synergy_ZIP=-9.05, Synergy_Bliss=-2.63, Synergy_Loewe=-1.16, Synergy_HSA=1.35.